The task is: Predict the product of the given reaction.. This data is from Forward reaction prediction with 1.9M reactions from USPTO patents (1976-2016). (1) Given the reactants [CH2:1]([O:8][CH2:9][CH2:10][NH:11][C:12](=[O:32])[C:13]1[CH:18]=[CH:17][C:16]([Sn](CCCC)(CCCC)CCCC)=[CH:15][CH:14]=1)[C:2]1[CH:7]=[CH:6][CH:5]=[CH:4][CH:3]=1.Br[C:34]1[N:35]=[C:36]([N:44]2[CH2:49][CH2:48][N:47]([CH2:50][CH3:51])[CH2:46][CH2:45]2)[C:37]2[C:42]([CH:43]=1)=[CH:41][CH:40]=[CH:39][CH:38]=2, predict the reaction product. The product is: [CH2:50]([N:47]1[CH2:46][CH2:45][N:44]([C:36]2[C:37]3[C:42](=[CH:41][CH:40]=[CH:39][CH:38]=3)[CH:43]=[C:34]([C:16]3[CH:15]=[CH:14][C:13]([C:12](=[O:32])[NH:11][CH2:10][CH2:9][O:8][CH2:1][C:2]4[CH:3]=[CH:4][CH:5]=[CH:6][CH:7]=4)=[CH:18][CH:17]=3)[N:35]=2)[CH2:49][CH2:48]1)[CH3:51]. (2) Given the reactants [ClH:1].Cl.[N:3]1[CH:8]=[CH:7][CH:6]=[C:5]([C:9]2[CH2:16][CH:15]3[CH2:17][CH:11]([CH2:12][NH:13][CH2:14]3)[CH:10]=2)[CH:4]=1.[CH:18](O)=O, predict the reaction product. The product is: [ClH:1].[ClH:1].[CH3:18][N:13]1[CH2:14][CH:15]2[CH2:17][CH:11]([CH2:10][C:9]([C:5]3[CH:4]=[N:3][CH:8]=[CH:7][CH:6]=3)=[CH:16]2)[CH2:12]1. (3) Given the reactants BrC1C=CC(C(Cl)=O)=CC=1.[CH2:11]([N:18]1[C:23](=[O:24])[C:22]2[C:25](Br)=[C:26]([Br:28])[S:27][C:21]=2[N:20]=[C:19]1[CH:30]([N:33]([CH2:43][CH2:44][N:45]([CH3:47])[CH3:46])[C:34](=[O:42])[C:35]1[CH:40]=[CH:39][C:38]([Br:41])=[CH:37][CH:36]=1)[CH2:31][CH3:32])[C:12]1[CH:17]=[CH:16][CH:15]=[CH:14][CH:13]=1.C(N(CC)C(C)C)(C)C, predict the reaction product. The product is: [CH2:11]([N:18]1[C:23](=[O:24])[C:22]2[CH:25]=[C:26]([Br:28])[S:27][C:21]=2[N:20]=[C:19]1[CH:30]([N:33]([CH2:43][CH2:44][N:45]([CH3:47])[CH3:46])[C:34](=[O:42])[C:35]1[CH:36]=[CH:37][C:38]([Br:41])=[CH:39][CH:40]=1)[CH2:31][CH3:32])[C:12]1[CH:17]=[CH:16][CH:15]=[CH:14][CH:13]=1.